From a dataset of Full USPTO retrosynthesis dataset with 1.9M reactions from patents (1976-2016). Predict the reactants needed to synthesize the given product. The reactants are: [NH2:1][C:2]1[NH:3][C:4]([N:7]([C:12]2[CH:17]=[CH:16][C:15]([F:18])=[C:14]([F:19])[CH:13]=2)[CH2:8][CH2:9][CH2:10]O)=[N:5][N:6]=1.CCOC(/N=N/C(OCC)=O)=O.C1(P(C2C=CC=CC=2)C2C=CC=CC=2)C=CC=CC=1.O. Given the product [F:19][C:14]1[CH:13]=[C:12]([N:7]2[CH2:8][CH2:9][CH2:10][N:5]3[N:6]=[C:2]([NH2:1])[N:3]=[C:4]23)[CH:17]=[CH:16][C:15]=1[F:18], predict the reactants needed to synthesize it.